This data is from Full USPTO retrosynthesis dataset with 1.9M reactions from patents (1976-2016). The task is: Predict the reactants needed to synthesize the given product. (1) Given the product [O:12]1[CH:13]=[CH:14][CH:15]=[C:11]1[C:9]1[N:10]=[C:5]2[CH:4]=[CH:3][C:2]([N:27]3[CH2:28][C@@H:29]4[C@@H:25]([CH2:24][N:23]([CH3:22])[CH2:30]4)[CH2:26]3)=[N:7][N:6]2[C:8]=1[C:16]1[CH:21]=[CH:20][N:19]=[CH:18][CH:17]=1, predict the reactants needed to synthesize it. The reactants are: Cl[C:2]1[CH:3]=[CH:4][C:5]2[N:6]([C:8]([C:16]3[CH:21]=[CH:20][N:19]=[CH:18][CH:17]=3)=[C:9]([C:11]3[O:12][CH:13]=[CH:14][CH:15]=3)[N:10]=2)[N:7]=1.[CH3:22][N:23]1[CH2:30][C@@H:29]2[C@@H:25]([CH2:26][NH:27][CH2:28]2)[CH2:24]1.C(N(C(C)C)CC)(C)C.Cl. (2) Given the product [C:1]([O:5][C:6]([N:8]1[C:16]2[C:11](=[CH:12][CH:13]=[CH:14][CH:15]=2)[CH:10]=[C:9]1[C:17]1[C:18](=[O:35])[N:19]([CH2:27][O:28][CH2:29][CH2:30][Si:31]([CH3:32])([CH3:33])[CH3:34])[CH:20]=[C:21]([C:23]([OH:25])=[O:24])[CH:22]=1)=[O:7])([CH3:4])([CH3:3])[CH3:2], predict the reactants needed to synthesize it. The reactants are: [C:1]([O:5][C:6]([N:8]1[C:16]2[C:11](=[CH:12][CH:13]=[CH:14][CH:15]=2)[CH:10]=[C:9]1[C:17]1[C:18](=[O:35])[N:19]([CH2:27][O:28][CH2:29][CH2:30][Si:31]([CH3:34])([CH3:33])[CH3:32])[CH:20]=[C:21]([C:23]([O:25]C)=[O:24])[CH:22]=1)=[O:7])([CH3:4])([CH3:3])[CH3:2].[OH-].[Li+]. (3) The reactants are: [Cl:1][C:2]1[S:3][C:4]2[C:10]([O:11][S:12]([C:15]([F:18])([F:17])[F:16])(=[O:14])=[O:13])=[C:9]([C@H:19]([OH:25])[C:20]([O:22][CH2:23][CH3:24])=[O:21])[C:8]([CH3:26])=[CH:7][C:5]=2[N:6]=1.Cl(O)(=O)(=O)=O.[C:32](O[C@@H](C1C(C)=CC2N=C(Br)SC=2C=1OS(C(F)(F)F)(=O)=O)C(OCC)=O)([CH3:35])([CH3:34])[CH3:33]. Given the product [C:32]([O:25][C@@H:19]([C:9]1[C:8]([CH3:26])=[CH:7][C:5]2[N:6]=[C:2]([Cl:1])[S:3][C:4]=2[C:10]=1[O:11][S:12]([C:15]([F:18])([F:16])[F:17])(=[O:14])=[O:13])[C:20]([O:22][CH2:23][CH3:24])=[O:21])([CH3:35])([CH3:34])[CH3:33], predict the reactants needed to synthesize it.